This data is from Full USPTO retrosynthesis dataset with 1.9M reactions from patents (1976-2016). The task is: Predict the reactants needed to synthesize the given product. (1) Given the product [Br:1][C:2]1[C:3](=[O:28])[N:4]([CH2:19][C:20]2[CH:25]=[N:24][C:23]([CH2:26][O:27][CH3:32])=[CH:22][N:21]=2)[C:5]([CH3:18])=[CH:6][C:7]=1[O:8][CH2:9][C:10]1[CH:15]=[CH:14][C:13]([F:16])=[CH:12][C:11]=1[F:17], predict the reactants needed to synthesize it. The reactants are: [Br:1][C:2]1[C:3](=[O:28])[N:4]([CH2:19][C:20]2[CH:25]=[N:24][C:23]([CH2:26][OH:27])=[CH:22][N:21]=2)[C:5]([CH3:18])=[CH:6][C:7]=1[O:8][CH2:9][C:10]1[CH:15]=[CH:14][C:13]([F:16])=[CH:12][C:11]=1[F:17].[H-].[Na+].I[CH3:32]. (2) The reactants are: [CH2:1]([O:3][C:4]([C:6]1[CH:11]=[CH:10][C:9]([N:12]2[CH2:27][CH:15]3[CH2:16][N:17](C(OC(C)(C)C)=O)[CH2:18][CH2:19][N:14]3[C:13]2=[O:28])=[CH:8][CH:7]=1)=[O:5])[CH3:2].C(OCC)(=O)C.[ClH:35]. Given the product [ClH:35].[O:28]=[C:13]1[N:14]2[CH2:19][CH2:18][NH:17][CH2:16][CH:15]2[CH2:27][N:12]1[C:9]1[CH:8]=[CH:7][C:6]([C:4]([O:3][CH2:1][CH3:2])=[O:5])=[CH:11][CH:10]=1, predict the reactants needed to synthesize it. (3) Given the product [CH3:18][N:19]1[CH2:24][CH2:23][CH:22]([N:3]2[CH:4]=[CH:5][CH:6]=[C:7]([C:8]3[CH:17]=[CH:16][C:11]([C:12]([O:14][CH3:15])=[O:13])=[CH:10][CH:9]=3)[C:2]2=[O:1])[CH2:21][CH2:20]1, predict the reactants needed to synthesize it. The reactants are: [O:1]=[C:2]1[C:7]([C:8]2[CH:17]=[CH:16][C:11]([C:12]([O:14][CH3:15])=[O:13])=[CH:10][CH:9]=2)=[CH:6][CH:5]=[CH:4][NH:3]1.[CH3:18][N:19]1[CH2:24][CH2:23][CH:22](O)[CH2:21][CH2:20]1.C(C=P(C)(C)C)#N. (4) Given the product [C:13]1([C:3]2([OH:4])[C:11]3[C:6](=[CH:7][CH:8]=[CH:9][CH:10]=3)[CH2:5][NH:2][CH2:1]2)[CH:18]=[CH:17][CH:16]=[CH:15][CH:14]=1, predict the reactants needed to synthesize it. The reactants are: [C:1]([C:3]1([C:13]2[CH:18]=[CH:17][CH:16]=[CH:15][CH:14]=2)[C:11]2[C:6](=[CH:7][CH:8]=[CH:9][CH:10]=2)[C:5](=O)[O:4]1)#[N:2].C1(C)C=CC=CC=1.[H-].[Al+3].[Li+].[H-].[H-].[H-].